This data is from Reaction yield outcomes from USPTO patents with 853,638 reactions. The task is: Predict the reaction yield, written as a fraction of the theoretical maximum amount of product (1.0 means a 100% yield; for example, 0.34 means a 34% yield). (1) The reactants are [N:1]1([S:7]([C:10]2[CH:11]=[C:12]([CH:17]=[CH:18][CH:19]=2)[C:13]([NH:15][NH2:16])=[O:14])(=[O:9])=[O:8])[CH2:6][CH2:5][CH2:4][CH2:3][CH2:2]1.[Cl:20][C:21]1[CH:22]=[CH:23][C:24]([OH:30])=[C:25]([C:27](=O)[CH3:28])[CH:26]=1. The catalyst is CO.C(O)(=O)C. The product is [Cl:20][C:21]1[CH:22]=[CH:23][C:24]([OH:30])=[C:25](/[C:27](=[N:16]/[NH:15][C:13](=[O:14])[C:12]2[CH:17]=[CH:18][CH:19]=[C:10]([S:7]([N:1]3[CH2:2][CH2:3][CH2:4][CH2:5][CH2:6]3)(=[O:8])=[O:9])[CH:11]=2)/[CH3:28])[CH:26]=1. The yield is 0.539. (2) The reactants are [F:1][C:2]1[CH:38]=[C:37]([N+:39]([O-])=O)[CH:36]=[CH:35][C:3]=1[O:4][C:5]1[CH:10]=[CH:9][N:8]=[C:7]2[CH:11]=[C:12]([C:14]3[CH:34]=[CH:33][C:17]([CH2:18][N:19]([CH2:23][CH2:24][O:25][CH2:26][CH2:27][O:28][CH2:29][CH2:30][O:31][CH3:32])[C:20](=[O:22])[CH3:21])=[CH:16][CH:15]=3)[S:13][C:6]=12.[Cl-].[NH4+]. The catalyst is CO.O.[Fe]. The product is [NH2:39][C:37]1[CH:36]=[CH:35][C:3]([O:4][C:5]2[CH:10]=[CH:9][N:8]=[C:7]3[CH:11]=[C:12]([C:14]4[CH:15]=[CH:16][C:17]([CH2:18][N:19]([CH2:23][CH2:24][O:25][CH2:26][CH2:27][O:28][CH2:29][CH2:30][O:31][CH3:32])[C:20](=[O:22])[CH3:21])=[CH:33][CH:34]=4)[S:13][C:6]=23)=[C:2]([F:1])[CH:38]=1. The yield is 1.00. (3) The reactants are [Cl:1][CH2:2][CH2:3][CH2:4][C:5]([C:7]1[CH:12]=[CH:11][C:10]([C:13]([CH3:18])([CH3:17])[C:14]([OH:16])=[O:15])=[CH:9][CH:8]=1)=[O:6].[CH3:19]O. The catalyst is Cl. The product is [Cl:1][CH2:2][CH2:3][CH2:4][C:5]([C:7]1[CH:12]=[CH:11][C:10]([C:13]([CH3:18])([CH3:17])[C:14]([O:16][CH3:19])=[O:15])=[CH:9][CH:8]=1)=[O:6]. The yield is 0.940. (4) No catalyst specified. The reactants are [CH:1]([C:4]1[CH:5]=[C:6]([NH:10][C:11]2[N:15]=[C:14]([N:16](CC3C=CC(OC)=CC=3)CC3C=CC(OC)=CC=3)[N:13](CC3C=CC(OC)=CC=3)[N:12]=2)[CH:7]=[CH:8][CH:9]=1)([CH3:3])[CH3:2].C(O)(C(F)(F)F)=O. The product is [CH:1]([C:4]1[CH:5]=[C:6]([NH:10][C:11]2[N:15]=[C:14]([NH2:16])[NH:13][N:12]=2)[CH:7]=[CH:8][CH:9]=1)([CH3:3])[CH3:2]. The yield is 0.650. (5) The reactants are [C:1]([C:4]1[C:9](=[O:10])[C:8]([O:11][CH3:12])=[CH:7][N:6]([C:13]2[CH:18]=[CH:17][CH:16]=[C:15]([C:19]([F:22])([F:21])[F:20])[CH:14]=2)[N:5]=1)(=[O:3])[CH3:2].CO[CH:25](OC)[N:26]([CH3:28])[CH3:27]. No catalyst specified. The product is [CH3:25][N:26]([CH3:28])[CH:27]=[CH:2][C:1]([C:4]1[C:9](=[O:10])[C:8]([O:11][CH3:12])=[CH:7][N:6]([C:13]2[CH:18]=[CH:17][CH:16]=[C:15]([C:19]([F:21])([F:22])[F:20])[CH:14]=2)[N:5]=1)=[O:3]. The yield is 0.890. (6) The reactants are [CH2:1]([N:3]([CH2:14][C:15]1[N:16]=[C:17]2[CH:22]=[CH:21][CH:20]=[C:19]([N:23]3[CH2:28][CH2:27][N:26]([CH3:29])[CH2:25][CH2:24]3)[N:18]2[C:30]=1[CH2:31][OH:32])[C@@H:4]1[C:13]2[N:12]=[CH:11][CH:10]=[CH:9][C:8]=2[CH2:7][CH2:6][CH2:5]1)[CH3:2]. The product is [CH2:1]([N:3]([CH2:14][C:15]1[N:16]=[C:17]2[CH:22]=[CH:21][CH:20]=[C:19]([N:23]3[CH2:28][CH2:27][N:26]([CH3:29])[CH2:25][CH2:24]3)[N:18]2[C:30]=1[CH:31]=[O:32])[C@@H:4]1[C:13]2[N:12]=[CH:11][CH:10]=[CH:9][C:8]=2[CH2:7][CH2:6][CH2:5]1)[CH3:2]. The yield is 0.340. The catalyst is CN(C)C=O. (7) The reactants are Br[CH:2]([CH3:15])[C:3]([C:5]1[CH:14]=[CH:13][C:8]2[NH:9][C:10](=[O:12])[NH:11][C:7]=2[CH:6]=1)=[O:4].[OH:16][C:17]1([C:23]2[S:24][CH:25]=[CH:26][CH:27]=2)[CH2:22][CH2:21][NH:20][CH2:19][CH2:18]1.C(N(CC)CC)C. The catalyst is CN(C=O)C. The product is [OH:16][C:17]1([C:23]2[S:24][CH:25]=[CH:26][CH:27]=2)[CH2:18][CH2:19][N:20]([CH:2]([CH3:15])[C:3]([C:5]2[CH:14]=[CH:13][C:8]3[NH:9][C:10](=[O:12])[NH:11][C:7]=3[CH:6]=2)=[O:4])[CH2:21][CH2:22]1. The yield is 0.984.